From a dataset of Catalyst prediction with 721,799 reactions and 888 catalyst types from USPTO. Predict which catalyst facilitates the given reaction. Product: [CH3:1][O:2][C:3]1[CH:4]=[CH:5][CH:6]=[CH:7][C:8]=1[O:9][CH2:10][CH2:11][NH:12][CH2:13][CH:14]([OH:30])[CH2:15][O:16][C:17]1[CH:18]=[CH:19][CH:20]=[C:21]2[NH:29][C:28]3[CH:27]=[CH:26][CH:25]=[CH:24][C:23]=3[C:22]=12.[BrH:31]. The catalyst class is: 212. Reactant: [CH3:1][O:2][C:3]1[CH:4]=[CH:5][CH:6]=[CH:7][C:8]=1[O:9][CH2:10][CH2:11][NH:12][CH2:13][CH:14]([OH:30])[CH2:15][O:16][C:17]1[CH:18]=[CH:19][CH:20]=[C:21]2[NH:29][C:28]3[CH:27]=[CH:26][CH:25]=[CH:24][C:23]=3[C:22]=12.[BrH:31].